Binary Classification. Given a drug SMILES string, predict its activity (active/inactive) in a high-throughput screening assay against a specified biological target. From a dataset of Kir2.1 potassium channel HTS with 301,493 compounds. (1) The compound is Clc1ccc(N2CCN(CC2)C(=O)c2cc3[nH]c(=O)n(c(=O)c3cc2)CCOC)cc1. The result is 0 (inactive). (2) The compound is Clc1c(cc(N2C(=O)C3C4CC(C3C2=O)CC4)cc1)C(=O)N1CCN(CC1)c1ccccc1. The result is 0 (inactive). (3) The compound is O1C(CCC1)CNC(=O)c1c(c([nH]c1C)C(OCC)=O)C. The result is 0 (inactive). (4) The molecule is Clc1cc(S(=O)(=O)NCc2c(noc2C)c2ccccc2)ccc1. The result is 1 (active). (5) The compound is O(CC(=O)N1c2c(NC(=O)C1)cccc2)C(=O)COc1c(CC)cccc1. The result is 0 (inactive). (6) The compound is O=C(N1CCCCC1)C(N)Cc1ccccc1. The result is 0 (inactive). (7) The drug is Clc1c(Sc2n(c3c(n2)cccc3)CC)ccc(N)c1. The result is 1 (active).